From a dataset of NCI-60 drug combinations with 297,098 pairs across 59 cell lines. Regression. Given two drug SMILES strings and cell line genomic features, predict the synergy score measuring deviation from expected non-interaction effect. (1) Cell line: KM12. Synergy scores: CSS=-1.54, Synergy_ZIP=1.11, Synergy_Bliss=0.496, Synergy_Loewe=-7.49, Synergy_HSA=-5.89. Drug 1: CN1C(=O)N2C=NC(=C2N=N1)C(=O)N. Drug 2: CC1=C2C(C(=O)C3(C(CC4C(C3C(C(C2(C)C)(CC1OC(=O)C(C(C5=CC=CC=C5)NC(=O)OC(C)(C)C)O)O)OC(=O)C6=CC=CC=C6)(CO4)OC(=O)C)O)C)O. (2) Drug 1: C1=CN(C(=O)N=C1N)C2C(C(C(O2)CO)O)O.Cl. Drug 2: CC1CCC2CC(C(=CC=CC=CC(CC(C(=O)C(C(C(=CC(C(=O)CC(OC(=O)C3CCCCN3C(=O)C(=O)C1(O2)O)C(C)CC4CCC(C(C4)OC)O)C)C)O)OC)C)C)C)OC. Cell line: T-47D. Synergy scores: CSS=4.12, Synergy_ZIP=-2.27, Synergy_Bliss=1.16, Synergy_Loewe=-1.03, Synergy_HSA=0.580. (3) Drug 1: CC1=CC=C(C=C1)C2=CC(=NN2C3=CC=C(C=C3)S(=O)(=O)N)C(F)(F)F. Drug 2: CC12CCC3C(C1CCC2OP(=O)(O)O)CCC4=C3C=CC(=C4)OC(=O)N(CCCl)CCCl.[Na+]. Cell line: NCI-H522. Synergy scores: CSS=9.21, Synergy_ZIP=-5.59, Synergy_Bliss=-2.42, Synergy_Loewe=-2.87, Synergy_HSA=-2.11. (4) Synergy scores: CSS=19.2, Synergy_ZIP=1.40, Synergy_Bliss=5.46, Synergy_Loewe=-9.31, Synergy_HSA=0.429. Drug 2: C#CCC(CC1=CN=C2C(=N1)C(=NC(=N2)N)N)C3=CC=C(C=C3)C(=O)NC(CCC(=O)O)C(=O)O. Drug 1: CN1C(=O)N2C=NC(=C2N=N1)C(=O)N. Cell line: HOP-92.